This data is from Forward reaction prediction with 1.9M reactions from USPTO patents (1976-2016). The task is: Predict the product of the given reaction. (1) Given the reactants [C:1]([C:5]1[CH:10]=[CH:9][C:8]([C:11]2[S:12][CH:13]=[C:14]([C:17]([CH3:19])=O)[C:15]=2[OH:16])=[CH:7][CH:6]=1)([CH3:4])([CH3:3])[CH3:2].[Br:20][C:21]1[CH:30]=[C:29]([C:31]([NH:33][NH2:34])=[O:32])[CH:28]=[CH:27][C:22]=1[C:23]([O:25][CH3:26])=[O:24], predict the reaction product. The product is: [Br:20][C:21]1[CH:30]=[C:29]([C:31]([NH:33][N:34]=[C:17]([C:14]2[C:15]([OH:16])=[C:11]([C:8]3[CH:9]=[CH:10][C:5]([C:1]([CH3:4])([CH3:3])[CH3:2])=[CH:6][CH:7]=3)[S:12][CH:13]=2)[CH3:19])=[O:32])[CH:28]=[CH:27][C:22]=1[C:23]([O:25][CH3:26])=[O:24]. (2) The product is: [F:1][C:2]1[CH:3]=[CH:4][C:5]([C@:8]2([CH2:32][C:33]([CH3:36])([CH3:37])[C:34]#[N:35])[O:13][C:12](=[O:14])[N:11]([C@H:15]([C:17]3[CH:22]=[CH:21][C:20]([C:39]4[CH:44]=[CH:43][N:42]=[C:41]([CH3:45])[N:40]=4)=[CH:19][CH:18]=3)[CH3:16])[CH2:10][CH2:9]2)=[CH:6][CH:7]=1. Given the reactants [F:1][C:2]1[CH:7]=[CH:6][C:5]([C@:8]2([CH2:32][C:33]([CH3:37])([CH3:36])[C:34]#[N:35])[O:13][C:12](=[O:14])[N:11]([C@H:15]([C:17]3[CH:22]=[CH:21][C:20](B4OC(C)(C)C(C)(C)O4)=[CH:19][CH:18]=3)[CH3:16])[CH2:10][CH2:9]2)=[CH:4][CH:3]=1.Cl[C:39]1[CH:44]=[CH:43][N:42]=[C:41]([CH3:45])[N:40]=1, predict the reaction product.